From a dataset of Retrosynthesis with 50K atom-mapped reactions and 10 reaction types from USPTO. Predict the reactants needed to synthesize the given product. (1) Given the product COc1cnc([N+](=O)[O-])c(NC(=O)CCl)c1, predict the reactants needed to synthesize it. The reactants are: COc1cnc([N+](=O)[O-])c(N)c1.O=C(Cl)CCl. (2) Given the product CCc1nc2c(cnn2CC)c(NC2CCOCC2)c1CNC(=O)c1ccc(C(=O)NCc2cccc(-c3cccc(CN4CCN(C(=O)OC(C)(C)C)CC4)c3)c2)cc1, predict the reactants needed to synthesize it. The reactants are: CC(C)(C)OC(=O)N1CCN(Cc2cccc(-c3cccc(CN)c3)c2)CC1.CCc1nc2c(cnn2CC)c(NC2CCOCC2)c1CNC(=O)c1ccc(C(=O)O)cc1.